Dataset: Catalyst prediction with 721,799 reactions and 888 catalyst types from USPTO. Task: Predict which catalyst facilitates the given reaction. (1) Reactant: [C:1]([Si:5]([C:37]1[CH:42]=[CH:41][CH:40]=[CH:39][CH:38]=1)([C:31]1[CH:36]=[CH:35][CH:34]=[CH:33][CH:32]=1)[O:6][CH2:7][C@H:8]([N:10]1[C:15]2=[N:16][C:17](Cl)=[N:18][CH:19]=[C:14]2[C@H:13]([CH3:21])[N:12]([C:22]2[CH:27]=[CH:26][C:25]([O:28][CH3:29])=[CH:24][CH:23]=2)[C:11]1=[O:30])[CH3:9])([CH3:4])([CH3:3])[CH3:2].[NH2:43][C:44]1[CH:49]=[CH:48][CH:47]=[CH:46][CH:45]=1. Product: [C:1]([Si:5]([C:37]1[CH:42]=[CH:41][CH:40]=[CH:39][CH:38]=1)([C:31]1[CH:36]=[CH:35][CH:34]=[CH:33][CH:32]=1)[O:6][CH2:7][C@H:8]([N:10]1[C:15]2=[N:16][C:17]([NH:43][C:44]3[CH:49]=[CH:48][CH:47]=[CH:46][CH:45]=3)=[N:18][CH:19]=[C:14]2[C@H:13]([CH3:21])[N:12]([C:22]2[CH:27]=[CH:26][C:25]([O:28][CH3:29])=[CH:24][CH:23]=2)[C:11]1=[O:30])[CH3:9])([CH3:4])([CH3:3])[CH3:2]. The catalyst class is: 133. (2) Reactant: [CH2:1]([O:8][C:9]([NH:11][CH:12]([CH3:16])C(O)=O)=[O:10])[C:2]1[CH:7]=[CH:6][CH:5]=[CH:4][CH:3]=1.[C:17](=[O:20])([O-])[O-:18].[K+].[K+].Cl[CH2:24][C:25]([N:27]([CH2:31][CH2:32][CH3:33])[CH2:28][CH2:29][CH3:30])=[O:26]. Product: [CH2:28]([N:27]([CH2:31][CH2:32][CH3:33])[C:25]([CH2:24][O:18][C:17](=[O:20])[CH2:16][CH2:12][NH:11][C:9]([O:8][CH2:1][C:2]1[CH:3]=[CH:4][CH:5]=[CH:6][CH:7]=1)=[O:10])=[O:26])[CH2:29][CH3:30]. The catalyst class is: 18. (3) Reactant: [F:1][C:2]1[CH:7]=[CH:6][C:5]([C:8]2[C:12]([CH:13]=O)=[CH:11][NH:10][N:9]=2)=[CH:4][CH:3]=1.[CH3:15][O:16][CH:17]([O:21][CH3:22])[CH2:18][NH:19][CH3:20].C(O)(=O)C.C(O[BH-](OC(=O)C)OC(=O)C)(=O)C.[Na+]. Product: [F:1][C:2]1[CH:3]=[CH:4][C:5]([C:8]2[C:12]([CH2:13][N:19]([CH3:20])[CH2:18][CH:17]([O:21][CH3:22])[O:16][CH3:15])=[CH:11][NH:10][N:9]=2)=[CH:6][CH:7]=1. The catalyst class is: 26. (4) Reactant: [Cl:1][C:2]1[CH:30]=[C:29]([Cl:31])[CH:28]=[CH:27][C:3]=1[CH2:4][NH:5][C:6]([C:8]1[C:9]([O:23][CH:24]([CH3:26])[CH3:25])=[N:10][N:11]([CH2:13][CH2:14][CH2:15][O:16]C2CCCCO2)[CH:12]=1)=[O:7].CO.Cl. Product: [Cl:1][C:2]1[CH:30]=[C:29]([Cl:31])[CH:28]=[CH:27][C:3]=1[CH2:4][NH:5][C:6]([C:8]1[C:9]([O:23][CH:24]([CH3:26])[CH3:25])=[N:10][N:11]([CH2:13][CH2:14][CH2:15][OH:16])[CH:12]=1)=[O:7]. The catalyst class is: 13. (5) Reactant: C1(C)C=CC(S(Cl)(=O)=O)=CC=1.O[CH2:13][C@@H:14]1[CH2:18][N:17]([C:19]2[CH:20]=[CH:21][C:22]3[O:27][CH2:26][C:25](=[O:28])[NH:24][C:23]=3[CH:29]=2)[C:16](=[O:30])[CH2:15]1.[N-:31]=[N+:32]=[N-:33].[Na+].O. Product: [N:31]([CH2:13][C@@H:14]1[CH2:18][N:17]([C:19]2[CH:20]=[CH:21][C:22]3[O:27][CH2:26][C:25](=[O:28])[NH:24][C:23]=3[CH:29]=2)[C:16](=[O:30])[CH2:15]1)=[N+:32]=[N-:33]. The catalyst class is: 529. (6) Reactant: [CH3:1][N:2]([CH3:34])[C:3]1[N:4]=[C:5]2[N:20]=[C:18]([N:19]=1)[NH:17][NH:16][C:15](=[O:21])[C@@H:14]([CH2:22][N:23]([O:26]CC1C=CC=CC=1)[CH:24]=[O:25])[CH2:13][CH2:12][CH2:11][CH2:10][CH:9]=[CH:8][CH2:7][CH2:6]2. Product: [CH3:1][N:2]([CH3:34])[C:3]1[N:4]=[C:5]2[N:20]=[C:18]([N:19]=1)[NH:17][NH:16][C:15](=[O:21])[C@@H:14]([CH2:22][N:23]([OH:26])[CH:24]=[O:25])[CH2:13][CH2:12][CH2:11][CH2:10][CH2:9][CH2:8][CH2:7][CH2:6]2. The catalyst class is: 19. (7) Reactant: [C:1]([O:5][C:6]([N:8]1[CH2:11][C:10](=O)[CH2:9]1)=[O:7])([CH3:4])([CH3:3])[CH3:2].Cl.[F:14][CH:15]1[CH2:20][CH2:19][NH:18][CH2:17][CH2:16]1.C(O[BH-](OC(=O)C)OC(=O)C)(=O)C.[Na+]. Product: [C:1]([O:5][C:6]([N:8]1[CH2:11][CH:10]([N:18]2[CH2:19][CH2:20][CH:15]([F:14])[CH2:16][CH2:17]2)[CH2:9]1)=[O:7])([CH3:4])([CH3:3])[CH3:2]. The catalyst class is: 26. (8) Reactant: [N+:1]([C:4]1[CH:9]=[CH:8][C:7]([N:10]2[C:18](=[O:19])[C:17]3[C:12](=[CH:13][CH:14]=[CH:15][CH:16]=3)[C:11]2=[O:20])=[CH:6][CH:5]=1)([O-])=O. Product: [NH2:1][C:4]1[CH:5]=[CH:6][C:7]([N:10]2[C:18](=[O:19])[C:17]3[C:12](=[CH:13][CH:14]=[CH:15][CH:16]=3)[C:11]2=[O:20])=[CH:8][CH:9]=1. The catalyst class is: 446.